This data is from NCI-60 drug combinations with 297,098 pairs across 59 cell lines. The task is: Regression. Given two drug SMILES strings and cell line genomic features, predict the synergy score measuring deviation from expected non-interaction effect. (1) Drug 1: CC1=C2C(C(=O)C3(C(CC4C(C3C(C(C2(C)C)(CC1OC(=O)C(C(C5=CC=CC=C5)NC(=O)C6=CC=CC=C6)O)O)OC(=O)C7=CC=CC=C7)(CO4)OC(=O)C)O)C)OC(=O)C. Drug 2: C1C(C(OC1N2C=NC(=NC2=O)N)CO)O. Cell line: SF-268. Synergy scores: CSS=7.09, Synergy_ZIP=-7.69, Synergy_Bliss=-2.89, Synergy_Loewe=-9.79, Synergy_HSA=-4.15. (2) Drug 1: C1CC(=O)NC(=O)C1N2CC3=C(C2=O)C=CC=C3N. Drug 2: CN(C)C1=NC(=NC(=N1)N(C)C)N(C)C. Cell line: 786-0. Synergy scores: CSS=5.50, Synergy_ZIP=0.409, Synergy_Bliss=5.31, Synergy_Loewe=2.45, Synergy_HSA=2.57. (3) Drug 1: C1=C(C(=O)NC(=O)N1)F. Drug 2: CCN(CC)CCCC(C)NC1=C2C=C(C=CC2=NC3=C1C=CC(=C3)Cl)OC. Cell line: EKVX. Synergy scores: CSS=30.0, Synergy_ZIP=-5.88, Synergy_Bliss=-7.41, Synergy_Loewe=-2.99, Synergy_HSA=-1.29. (4) Drug 1: C1=CC(=CC=C1CC(C(=O)O)N)N(CCCl)CCCl.Cl. Drug 2: CC1C(C(CC(O1)OC2CC(CC3=C2C(=C4C(=C3O)C(=O)C5=C(C4=O)C(=CC=C5)OC)O)(C(=O)CO)O)N)O.Cl. Cell line: UACC-257. Synergy scores: CSS=52.0, Synergy_ZIP=4.33, Synergy_Bliss=6.31, Synergy_Loewe=-11.5, Synergy_HSA=4.76. (5) Drug 1: C1CC(C1)(C2=CC=C(C=C2)C3=C(C=C4C(=N3)C=CN5C4=NNC5=O)C6=CC=CC=C6)N. Drug 2: CCC1=C2N=C(C=C(N2N=C1)NCC3=C[N+](=CC=C3)[O-])N4CCCCC4CCO. Cell line: HCT116. Synergy scores: CSS=38.3, Synergy_ZIP=1.35, Synergy_Bliss=-1.92, Synergy_Loewe=-4.48, Synergy_HSA=-0.869. (6) Drug 1: COC1=NC(=NC2=C1N=CN2C3C(C(C(O3)CO)O)O)N. Drug 2: CC12CCC3C(C1CCC2OP(=O)(O)O)CCC4=C3C=CC(=C4)OC(=O)N(CCCl)CCCl.[Na+]. Cell line: HL-60(TB). Synergy scores: CSS=37.1, Synergy_ZIP=0.378, Synergy_Bliss=-1.98, Synergy_Loewe=3.83, Synergy_HSA=1.01. (7) Drug 1: C1CN1C2=NC(=NC(=N2)N3CC3)N4CC4. Drug 2: CN(CC1=CN=C2C(=N1)C(=NC(=N2)N)N)C3=CC=C(C=C3)C(=O)NC(CCC(=O)O)C(=O)O. Cell line: HOP-62. Synergy scores: CSS=61.2, Synergy_ZIP=-7.72, Synergy_Bliss=-7.65, Synergy_Loewe=-4.52, Synergy_HSA=-2.85.